Regression. Given two drug SMILES strings and cell line genomic features, predict the synergy score measuring deviation from expected non-interaction effect. From a dataset of NCI-60 drug combinations with 297,098 pairs across 59 cell lines. Drug 1: CC1CCC2CC(C(=CC=CC=CC(CC(C(=O)C(C(C(=CC(C(=O)CC(OC(=O)C3CCCCN3C(=O)C(=O)C1(O2)O)C(C)CC4CCC(C(C4)OC)O)C)C)O)OC)C)C)C)OC. Drug 2: CNC(=O)C1=NC=CC(=C1)OC2=CC=C(C=C2)NC(=O)NC3=CC(=C(C=C3)Cl)C(F)(F)F. Cell line: COLO 205. Synergy scores: CSS=0.587, Synergy_ZIP=4.13, Synergy_Bliss=0.916, Synergy_Loewe=-1.43, Synergy_HSA=-0.00124.